Dataset: Forward reaction prediction with 1.9M reactions from USPTO patents (1976-2016). Task: Predict the product of the given reaction. (1) The product is: [CH3:11][O:12][CH2:13][CH2:14][C:15]1[NH:1][C:2]2[CH:3]=[C:4]([OH:10])[CH:5]=[C:6]([CH3:9])[C:7]=2[N:8]=1. Given the reactants [NH2:1][C:2]1[CH:3]=[C:4]([OH:10])[CH:5]=[C:6]([CH3:9])[C:7]=1[NH2:8].[CH3:11][O:12][CH2:13][CH2:14][C:15](O)=O.[OH-].[Na+], predict the reaction product. (2) Given the reactants Br[C:2]1[C:3]([N:9]([CH:16]2[CH2:21][CH2:20][CH2:19][CH2:18][CH2:17]2)[C:10]2[CH:15]=[CH:14][CH:13]=[CH:12][CH:11]=2)=[N:4][C:5]([NH2:8])=[N:6][CH:7]=1.C([O-])([O-])=O.[K+].[K+], predict the reaction product. The product is: [CH:10]1([N:9]2[C:16]3[C:21](=[CH:20][CH:19]=[CH:18][CH:17]=3)[C:2]3[CH:7]=[N:6][C:5]([NH2:8])=[N:4][C:3]2=3)[CH2:15][CH2:14][CH2:13][CH2:12][CH2:11]1. (3) Given the reactants Cl[C:2]1[N:3]=[CH:4][C:5]2[N:11]([CH3:12])[C:10](=[O:13])[C:9]([F:15])([F:14])[CH2:8][N:7]([CH:16]3[CH2:21]CCC[CH2:17]3)[C:6]=2[N:22]=1.[NH2:23][C:24]1[CH:38]=[CH:37][C:27]([C:28]([NH:30][CH2:31][CH2:32][CH2:33][N:34]([CH3:36])[CH3:35])=[O:29])=[CH:26][C:25]=1[O:39][CH3:40].O.C1(C)C=CC(S(O)(=O)=O)=CC=1.C(=O)([O-])[O-].[Na+].[Na+], predict the reaction product. The product is: [F:15][C:9]1([F:14])[CH2:8][N:7]([CH:16]([CH3:17])[CH3:21])[C:6]2[N:22]=[C:2]([NH:23][C:24]3[CH:38]=[CH:37][C:27]([C:28]([NH:30][CH2:31][CH2:32][CH2:33][N:34]([CH3:36])[CH3:35])=[O:29])=[CH:26][C:25]=3[O:39][CH3:40])[N:3]=[CH:4][C:5]=2[N:11]([CH3:12])[C:10]1=[O:13]. (4) Given the reactants [CH:1]1([NH2:7])[CH2:6][CH2:5][CH2:4][CH2:3][CH2:2]1.[CH:8](=O)[CH:9]([CH3:11])[CH3:10].[BH4-].[Na+], predict the reaction product. The product is: [CH2:8]([NH:7][CH:1]1[CH2:6][CH2:5][CH2:4][CH2:3][CH2:2]1)[CH:9]([CH3:11])[CH3:10].